This data is from Reaction yield outcomes from USPTO patents with 853,638 reactions. The task is: Predict the reaction yield, written as a fraction of the theoretical maximum amount of product (1.0 means a 100% yield; for example, 0.34 means a 34% yield). (1) The reactants are [CH3:1][O:2][C:3]1[CH:8]=[CH:7][C:6]([O:9][CH3:10])=[CH:5][C:4]=1[S:11]([NH:14][C:15]1[CH:16]=[N:17][C:18]2[C:23]([CH:24]=1)=[CH:22][C:21]([C:25](OC)=[O:26])=[CH:20][CH:19]=2)(=[O:13])=[O:12].[H-].[H-].[H-].[H-].[Li+].[Al+3]. The catalyst is C1COCC1. The product is [OH:26][CH2:25][C:21]1[CH:22]=[C:23]2[C:18](=[CH:19][CH:20]=1)[N:17]=[CH:16][C:15]([NH:14][S:11]([C:4]1[CH:5]=[C:6]([O:9][CH3:10])[CH:7]=[CH:8][C:3]=1[O:2][CH3:1])(=[O:13])=[O:12])=[CH:24]2. The yield is 0.850. (2) The reactants are [Br:1][C:2]1[CH:7]=[CH:6][C:5]([NH:8][C:9]2[N:10]([CH3:19])[C:11](=[O:18])[CH:12]=[CH:13][C:14]=2[C:15]([OH:17])=O)=[C:4]([F:20])[CH:3]=1.CCN=C=NCCCN(C)C.C1C=CC2N(O)N=NC=2C=1.[CH:42]1([CH2:45][O:46][NH2:47])[CH2:44][CH2:43]1.CCN(CC)CC. The catalyst is CC(N(C)C)=O.CCOC(C)=O. The product is [CH:42]1([CH2:45][O:46][NH:47][C:15]([C:14]2[CH:13]=[CH:12][C:11](=[O:18])[N:10]([CH3:19])[C:9]=2[NH:8][C:5]2[CH:6]=[CH:7][C:2]([Br:1])=[CH:3][C:4]=2[F:20])=[O:17])[CH2:44][CH2:43]1. The yield is 0.570. (3) The reactants are [F:1][C:2]1[CH:3]=[C:4]([C:8]2[CH:9]=[C:10]([CH2:16][NH:17][C:18]3[C:19]([CH3:33])=[C:20]([CH:29]=[CH:30][C:31]=3[CH3:32])[O:21][CH2:22][C:23]([O:25]C(C)C)=[O:24])[CH:11]=[C:12]([O:14][CH3:15])[CH:13]=2)[CH:5]=[CH:6][CH:7]=1.[OH-].[Na+]. The catalyst is C1COCC1. The yield is 0.660. The product is [F:1][C:2]1[CH:3]=[C:4]([C:8]2[CH:9]=[C:10]([CH2:16][NH:17][C:18]3[C:19]([CH3:33])=[C:20]([CH:29]=[CH:30][C:31]=3[CH3:32])[O:21][CH2:22][C:23]([OH:25])=[O:24])[CH:11]=[C:12]([O:14][CH3:15])[CH:13]=2)[CH:5]=[CH:6][CH:7]=1. (4) The reactants are [N+:1]([C:4]1[CH:21]=[CH:20][CH:19]=[CH:18][C:5]=1[O:6][C:7]1[N:11]([C:12]2[CH:17]=[CH:16][CH:15]=[CH:14][CH:13]=2)[N:10]=[CH:9][CH:8]=1)([O-])=O. The catalyst is CO.[Pd]. The product is [C:12]1([N:11]2[C:7]([O:6][C:5]3[CH:18]=[CH:19][CH:20]=[CH:21][C:4]=3[NH2:1])=[CH:8][CH:9]=[N:10]2)[CH:13]=[CH:14][CH:15]=[CH:16][CH:17]=1. The yield is 0.920. (5) The reactants are [O:1]([C:8]1[CH:9]=[C:10]([CH2:14][OH:15])[CH:11]=[N:12][CH:13]=1)[C:2]1[CH:7]=[CH:6][CH:5]=[CH:4][CH:3]=1. The catalyst is [O-2].[O-2].[Mn+4].C(Cl)Cl. The product is [O:1]([C:8]1[CH:9]=[C:10]([CH:14]=[O:15])[CH:11]=[N:12][CH:13]=1)[C:2]1[CH:3]=[CH:4][CH:5]=[CH:6][CH:7]=1. The yield is 0.810. (6) The reactants are C(Cl)Cl.B(Br)(Br)Br.C(Cl)Cl.C[O:12][C:13]1[CH:22]=[CH:21][C:16]2[N:17]=[C:18]([CH3:20])[S:19][C:15]=2[CH:14]=1. The catalyst is O. The product is [CH3:20][C:18]1[S:19][C:15]2[CH:14]=[C:13]([OH:12])[CH:22]=[CH:21][C:16]=2[N:17]=1. The yield is 0.220. (7) The reactants are C([O:4][CH2:5][C:6]1[C:7]([N:32]2[CH2:44][CH2:43][N:35]3[C:36]4[CH2:37][CH2:38][CH2:39][CH2:40][C:41]=4[CH:42]=[C:34]3[C:33]2=[O:45])=[N:8][CH:9]=[CH:10][C:11]=1[C:12]1[CH:17]=[C:16]([NH:18][C:19]2[CH:29]=[C:22]3[CH2:23][N:24]([CH2:27][CH3:28])[CH2:25][CH2:26][N:21]3[N:20]=2)[C:15](=[O:30])[N:14]([CH3:31])[CH:13]=1)(=O)C.O.[OH-].[Li+]. The catalyst is CC(O)C.O1CCCC1. The product is [CH2:27]([N:24]1[CH2:25][CH2:26][N:21]2[N:20]=[C:19]([NH:18][C:16]3[C:15](=[O:30])[N:14]([CH3:31])[CH:13]=[C:12]([C:11]4[CH:10]=[CH:9][N:8]=[C:7]([N:32]5[CH2:44][CH2:43][N:35]6[C:36]7[CH2:37][CH2:38][CH2:39][CH2:40][C:41]=7[CH:42]=[C:34]6[C:33]5=[O:45])[C:6]=4[CH2:5][OH:4])[CH:17]=3)[CH:29]=[C:22]2[CH2:23]1)[CH3:28]. The yield is 0.280. (8) The reactants are [Na].[CH2:2]([OH:9])[C:3]1[CH:8]=[CH:7][CH:6]=[CH:5][CH:4]=1.F[C:11]1[CH:20]=[C:19]2[C:14]([C:15](=[O:21])[NH:16][CH:17]=[N:18]2)=[CH:13][CH:12]=1.Cl. The catalyst is O. The product is [CH2:2]([O:9][C:11]1[CH:20]=[C:19]2[C:14]([C:15](=[O:21])[NH:16][CH:17]=[N:18]2)=[CH:13][CH:12]=1)[C:3]1[CH:8]=[CH:7][CH:6]=[CH:5][CH:4]=1. The yield is 0.980. (9) The reactants are [NH2:1][C:2]1[N:3]=[C:4]([CH3:22])[C:5]2=[C:6]([CH2:8][C@H:9]([C:14]3[CH:19]=[CH:18][C:17]([F:20])=[CH:16][C:15]=3[Br:21])[NH:10]/[C:11]/2=[N:12]\[OH:13])[N:7]=1.C([O-])([O-])=O.[Cs+].[Cs+].Br[CH:30]1[CH2:34][CH2:33][O:32][C:31]1=[O:35]. The catalyst is CN(C=O)C. The product is [NH2:1][C:2]1[N:3]=[C:4]([CH3:22])[C:5]2=[C:6]([CH2:8][C@H:9]([C:14]3[CH:19]=[CH:18][C:17]([F:20])=[CH:16][C:15]=3[Br:21])[NH:10]/[C:11]/2=[N:12]\[O:13][CH:30]2[CH2:34][CH2:33][O:32][C:31]2=[O:35])[N:7]=1. The yield is 0.780. (10) The reactants are [CH3:1][Si:2]([CH3:26])([CH3:25])[CH2:3][CH2:4][O:5][CH2:6][N:7]1[CH:11]=[C:10]([C:12]2[N:17]3[CH:18]=[CH:19][N:20]=[C:16]3[CH:15]=[C:14]([C:21]([O:23]C)=O)[N:13]=2)[CH:9]=[N:8]1.CCO.O.[NH2:31][NH2:32]. No catalyst specified. The product is [CH3:26][Si:2]([CH3:1])([CH3:25])[CH2:3][CH2:4][O:5][CH2:6][N:7]1[CH:11]=[C:10]([C:12]2[N:17]3[CH:18]=[CH:19][N:20]=[C:16]3[CH:15]=[C:14]([C:21]([NH:31][NH2:32])=[O:23])[N:13]=2)[CH:9]=[N:8]1. The yield is 0.900.